Dataset: Catalyst prediction with 721,799 reactions and 888 catalyst types from USPTO. Task: Predict which catalyst facilitates the given reaction. (1) Reactant: [CH3:1][O:2][C:3]1[CH:4]=[C:5]2[C:10](=[CH:11][C:12]=1[O:13][CH3:14])[N:9]=[CH:8][N:7]=[C:6]2[O:15][C:16]1[CH:22]=[CH:21][C:19]([NH2:20])=[CH:18][CH:17]=1.Cl[C:24](Cl)([O:26]C(=O)OC(Cl)(Cl)Cl)Cl.[CH3:35][CH2:36][CH:37]([OH:41])[CH2:38][CH2:39][CH3:40].C(=O)(O)[O-].[Na+]. Product: [CH3:1][O:2][C:3]1[CH:4]=[C:5]2[C:10](=[CH:11][C:12]=1[O:13][CH3:14])[N:9]=[CH:8][N:7]=[C:6]2[O:15][C:16]1[CH:22]=[CH:21][C:19]([NH:20][C:24](=[O:26])[O:41][CH:37]([CH2:36][CH3:35])[CH2:38][CH2:39][CH3:40])=[CH:18][CH:17]=1. The catalyst class is: 208. (2) Reactant: F[C:2]1[N:7]=[CH:6][C:5]([C:8]2[CH:12]=[CH:11][S:10][CH:9]=2)=[CH:4][N:3]=1.[N:13]1([C:19]2[CH:25]=[CH:24][C:22]([NH2:23])=[CH:21][CH:20]=2)[CH2:18][CH2:17][O:16][CH2:15][CH2:14]1.C(N(C(C)C)CC)(C)C. Product: [N:13]1([C:19]2[CH:20]=[CH:21][C:22]([NH:23][C:2]3[N:7]=[CH:6][C:5]([C:8]4[CH:12]=[CH:11][S:10][CH:9]=4)=[CH:4][N:3]=3)=[CH:24][CH:25]=2)[CH2:14][CH2:15][O:16][CH2:17][CH2:18]1. The catalyst class is: 32. (3) Reactant: [NH2:1][C:2]1[CH:6]=[CH:5][S:4][C:3]=1[C:7]([O:9][CH3:10])=[O:8].[F:11][C:12]1[CH:13]=[C:14]([S:18](Cl)(=[O:20])=[O:19])[CH:15]=[CH:16][CH:17]=1.N1C=CC=CC=1. Product: [F:11][C:12]1[CH:13]=[C:14]([S:18]([NH:1][C:2]2[CH:6]=[CH:5][S:4][C:3]=2[C:7]([O:9][CH3:10])=[O:8])(=[O:20])=[O:19])[CH:15]=[CH:16][CH:17]=1. The catalyst class is: 4. (4) Reactant: [OH:1][C@@H:2]1[CH2:6][N:5]([C:7](=[O:20])[CH2:8][C:9]2[CH:14]=[CH:13][C:12]([O:15][C:16]([F:19])([F:18])[F:17])=[CH:11][CH:10]=2)[CH2:4][C@H:3]1[NH:21]C(=O)OCC1C=CC=CC=1. Product: [NH2:21][C@H:3]1[C@H:2]([OH:1])[CH2:6][N:5]([C:7](=[O:20])[CH2:8][C:9]2[CH:10]=[CH:11][C:12]([O:15][C:16]([F:17])([F:18])[F:19])=[CH:13][CH:14]=2)[CH2:4]1. The catalyst class is: 19. (5) Reactant: [OH-].[Na+].[CH2:3]([N:5]1[C:9]2=[N:10][C:11]([CH3:26])=[C:12]([C:21]([O:23]CC)=[O:22])[C:13]([NH:14][CH:15]3[CH2:20][CH2:19][O:18][CH2:17][CH2:16]3)=[C:8]2[CH:7]=[N:6]1)[CH3:4]. Product: [CH2:3]([N:5]1[C:9]2=[N:10][C:11]([CH3:26])=[C:12]([C:21]([OH:23])=[O:22])[C:13]([NH:14][CH:15]3[CH2:20][CH2:19][O:18][CH2:17][CH2:16]3)=[C:8]2[CH:7]=[N:6]1)[CH3:4]. The catalyst class is: 14.